This data is from Forward reaction prediction with 1.9M reactions from USPTO patents (1976-2016). The task is: Predict the product of the given reaction. (1) Given the reactants [CH2:1]([O:5][CH2:6][CH2:7][O:8][C:9]1[CH:14]=[CH:13][C:12]([C:15]2[CH:16]=[CH:17][C:18]3[N:25](C=O)[CH2:24][CH2:23][CH2:22][C:21]([C:28]([NH:30][C:31]4[CH:36]=[CH:35][C:34]([S:37]([CH2:39][C:40]5[N:44]([CH2:45][CH2:46][CH3:47])[CH:43]=[N:42][CH:41]=5)=[O:38])=[CH:33][CH:32]=4)=[O:29])=[CH:20][C:19]=3[CH:48]=2)=[CH:11][CH:10]=1)[CH2:2][CH2:3][CH3:4].Cl.C(=O)([O-])[O-].[K+].[K+], predict the reaction product. The product is: [CH2:1]([O:5][CH2:6][CH2:7][O:8][C:9]1[CH:14]=[CH:13][C:12]([C:15]2[CH:16]=[CH:17][C:18]3[NH:25][CH2:24][CH2:23][CH2:22][C:21]([C:28]([NH:30][C:31]4[CH:32]=[CH:33][C:34]([S:37]([CH2:39][C:40]5[N:44]([CH2:45][CH2:46][CH3:47])[CH:43]=[N:42][CH:41]=5)=[O:38])=[CH:35][CH:36]=4)=[O:29])=[CH:20][C:19]=3[CH:48]=2)=[CH:11][CH:10]=1)[CH2:2][CH2:3][CH3:4]. (2) Given the reactants [O:1]1[CH2:6][CH2:5][O:4][CH2:3][CH:2]1[CH:7]([NH2:9])[CH3:8].[Br:10][C:11]1[CH:16]=[CH:15][CH:14]=[CH:13][C:12]=1[CH:17]([C:22](=O)[CH3:23])[C:18]([O:20][CH3:21])=[O:19].C(O)(=O)C, predict the reaction product. The product is: [O:1]1[CH2:6][CH2:5][O:4][CH2:3][CH:2]1[CH:7](/[N:9]=[C:22](\[CH3:23])/[CH:17]([C:12]1[CH:13]=[CH:14][CH:15]=[CH:16][C:11]=1[Br:10])[C:18]([O:20][CH3:21])=[O:19])[CH3:8].